From a dataset of Retrosynthesis with 50K atom-mapped reactions and 10 reaction types from USPTO. Predict the reactants needed to synthesize the given product. (1) Given the product Cn1c(=O)cc(Cl)n(Cc2cc(F)ccc2C#N)c1=O, predict the reactants needed to synthesize it. The reactants are: Cn1c(=O)cc(Cl)[nH]c1=O.N#Cc1ccc(F)cc1CBr. (2) Given the product CNS(=O)(=O)Cc1ccc(CNC(=O)[C@@H](CCCNC(N)=N[N+](=O)[O-])NC(=O)C(c2ccccc2)c2ccccc2)cc1, predict the reactants needed to synthesize it. The reactants are: CNS(=O)(=O)Cc1ccc(CN)cc1.NC(=N[N+](=O)[O-])NCCC[C@@H](NC(=O)C(c1ccccc1)c1ccccc1)C(=O)O. (3) Given the product Cc1c(C(=O)N2CCC(N3CCCC3)CC2)c(C(F)(F)F)nn1-c1cccc(C(F)(F)F)c1, predict the reactants needed to synthesize it. The reactants are: C1CCN(C2CCNCC2)C1.Cc1c(C(=O)O)c(C(F)(F)F)nn1-c1cccc(C(F)(F)F)c1. (4) Given the product Cc1cc(NC(=O)OC(C)(C)C)sc1C(=O)O, predict the reactants needed to synthesize it. The reactants are: COC(=O)c1sc(NC(=O)OC(C)(C)C)cc1C. (5) Given the product COC1CCC2(CCc3ccc(-c4cc(Cl)cc(C#N)c4)cc3C23N=C(C)C(N)=N3)CC1, predict the reactants needed to synthesize it. The reactants are: CC1(C)OB(c2cc(Cl)cc(C#N)c2)OC1(C)C.COC1CCC2(CCc3ccc(Br)cc3C23N=C(C)C(N)=N3)CC1. (6) The reactants are: COc1cccc(B(O)O)c1.O=C(O)CCc1cccc(OCc2ccc(Cl)c(OC(F)(F)F)c2)c1. Given the product COc1cccc(-c2ccc(COc3cccc(CCC(=O)O)c3)cc2OC(F)(F)F)c1, predict the reactants needed to synthesize it. (7) The reactants are: O=C(CCCCl)N1CCCc2ccccc21.[N-]=[N+]=[N-]. Given the product [N-]=[N+]=NCCCC(=O)N1CCCc2ccccc21, predict the reactants needed to synthesize it.